Dataset: hERG Central: cardiac toxicity at 1µM, 10µM, and general inhibition. Task: Predict hERG channel inhibition at various concentrations. (1) The drug is CCNC(=O)/C(C#N)=C/c1c(N2CCN(c3ccccc3)CC2)nc2ccccn2c1=O. Results: hERG_inhib (hERG inhibition (general)): blocker. (2) The drug is Cc1cccc(NC(=O)C(Cc2ccccc2)n2cccc2)c1. Results: hERG_inhib (hERG inhibition (general)): blocker. (3) The molecule is COc1cccc(C(C(=O)NC2CCCC2)N(C(=O)c2ccco2)c2ccc(NC(C)=O)cc2)c1OC. Results: hERG_inhib (hERG inhibition (general)): blocker. (4) The compound is Cc1cccc(N(Cc2ccccc2)C(=O)c2ccc(F)c(S(=O)(=O)N3CCOCC3)c2)c1. Results: hERG_inhib (hERG inhibition (general)): blocker. (5) The molecule is Cc1sc2nc(CN3CCCCC3)nc(Nc3ccc4c(c3)OCCO4)c2c1C. Results: hERG_inhib (hERG inhibition (general)): blocker. (6) The compound is COc1ccccc1CNC(=O)C1CCN(S(=O)(=O)c2ccc(-n3cnnn3)cc2)CC1. Results: hERG_inhib (hERG inhibition (general)): blocker. (7) The drug is CCCCN(CCCNC(=O)C1CCN(S(=O)(=O)CC)CC1)c1ccccc1. Results: hERG_inhib (hERG inhibition (general)): blocker. (8) The molecule is O=C1N(C2CCCC2)C[C@@H]2C[C@@H](c3cccn3-c3ccccn3)N3CCC[C@@]123. Results: hERG_inhib (hERG inhibition (general)): blocker. (9) The molecule is COc1cccc(NC(=O)CN2CCN(CC(=O)Nc3ccc(F)cc3)CC2)c1. Results: hERG_inhib (hERG inhibition (general)): blocker.